Dataset: Peptide-MHC class II binding affinity with 134,281 pairs from IEDB. Task: Regression. Given a peptide amino acid sequence and an MHC pseudo amino acid sequence, predict their binding affinity value. This is MHC class II binding data. (1) The peptide sequence is TVEKWLACGVDNFCV. The MHC is HLA-DQA10501-DQB10302 with pseudo-sequence HLA-DQA10501-DQB10302. The binding affinity (normalized) is 0. (2) The peptide sequence is YFVGKMYFNLIDTKCYKL. The MHC is DRB1_0301 with pseudo-sequence DRB1_0301. The binding affinity (normalized) is 0.446. (3) The MHC is DRB1_1101 with pseudo-sequence DRB1_1101. The peptide sequence is DFAKAFWNVVNWADV. The binding affinity (normalized) is 0.391. (4) The peptide sequence is DGQGKAVWGKNSCAK. The MHC is HLA-DQA10301-DQB10302 with pseudo-sequence HLA-DQA10301-DQB10302. The binding affinity (normalized) is 0. (5) The peptide sequence is HEWCCRSCTLPPLRY. The MHC is DRB5_0101 with pseudo-sequence DRB5_0101. The binding affinity (normalized) is 0.160.